The task is: Predict the reactants needed to synthesize the given product.. This data is from Full USPTO retrosynthesis dataset with 1.9M reactions from patents (1976-2016). Given the product [Cl:34][C:32]1[CH:31]=[CH:30][C:29]([O:35][CH2:36][CH:37]([F:39])[F:38])=[C:28]([C:24]2[C:23]3[N:22]([N:21]=[C:20]([NH:19][C:17]4[CH:16]=[CH:15][C:12]5[CH2:13][CH2:14][NH:8][CH2:9][CH2:10][C:11]=5[CH:18]=4)[N:40]=3)[CH:27]=[CH:26][CH:25]=2)[CH:33]=1, predict the reactants needed to synthesize it. The reactants are: C(OC([N:8]1[CH2:14][CH2:13][C:12]2[CH:15]=[CH:16][C:17]([NH:19][C:20]3[N:40]=[C:23]4[C:24]([C:28]5[CH:33]=[C:32]([Cl:34])[CH:31]=[CH:30][C:29]=5[O:35][CH2:36][CH:37]([F:39])[F:38])=[CH:25][CH:26]=[CH:27][N:22]4[N:21]=3)=[CH:18][C:11]=2[CH2:10][CH2:9]1)=O)(C)(C)C.FC(F)(F)C(O)=O.